Task: Predict the reaction yield, written as a fraction of the theoretical maximum amount of product (1.0 means a 100% yield; for example, 0.34 means a 34% yield).. Dataset: Reaction yield outcomes from USPTO patents with 853,638 reactions (1) The catalyst is C1COCC1. The product is [CH2:6]([O:5][P:4]([CH:9]([OH:27])[CH2:10][C@@H:11]([OH:26])[C@@H:12]([OH:25])[C@@H:13]([OH:24])[CH2:14][N:15]([O:16][CH2:17][C:18]1[CH:19]=[CH:20][CH:21]=[CH:22][CH:23]=1)[CH:28]=[O:29])(=[O:8])[O:3][CH2:1][CH3:2])[CH3:7]. The yield is 0.650. The reactants are [CH2:1]([O:3][P:4]([CH:9]([OH:27])[CH2:10][C@@H:11]([OH:26])[C@@H:12]([OH:25])[C@@H:13]([OH:24])[CH2:14][NH:15][O:16][CH2:17][C:18]1[CH:23]=[CH:22][CH:21]=[CH:20][CH:19]=1)(=[O:8])[O:5][CH2:6][CH3:7])[CH3:2].[CH:28](OCC(F)(F)F)=[O:29].C(Cl)Cl.CO. (2) The reactants are [CH3:1][O:2][C:3]1[CH:8]=[CH:7][CH:6]=[CH:5][C:4]=1[C:9]1[C:17]2[C:12](=[N:13][CH:14]=[C:15]([C:18]3[CH:19]=[C:20]([CH:24]=[CH:25][CH:26]=3)[C:21]([OH:23])=O)[CH:16]=2)[NH:11][CH:10]=1.CN(C(ON1N=NC2C=CC=NC1=2)=[N+](C)C)C.F[P-](F)(F)(F)(F)F.[CH3:51][N:52]([CH3:57])[CH2:53][CH2:54][NH:55][CH3:56]. The catalyst is CN(C=O)C.CS(C)=O. The product is [CH3:51][N:52]([CH3:57])[CH2:53][CH2:54][N:55]([CH3:56])[C:21](=[O:23])[C:20]1[CH:24]=[CH:25][CH:26]=[C:18]([C:15]2[CH:16]=[C:17]3[C:9]([C:4]4[CH:5]=[CH:6][CH:7]=[CH:8][C:3]=4[O:2][CH3:1])=[CH:10][NH:11][C:12]3=[N:13][CH:14]=2)[CH:19]=1. The yield is 0.540. (3) The reactants are [C:1]1(=[O:8])[O:7][C:5](=O)[CH2:4][O:3][CH2:2]1.[NH2:9][CH2:10][CH2:11][CH2:12][OH:13]. No catalyst specified. The product is [OH:13][CH2:12][CH2:11][CH2:10][N:9]1[C:1](=[O:8])[CH2:2][O:3][CH2:4][C:5]1=[O:7]. The yield is 0.990. (4) The product is [C:1]([O:5][C:6]([N:8]1[CH2:15][CH2:14][C:11]([F:23])([CH2:12][OH:13])[CH2:10][CH2:9]1)=[O:7])([CH3:4])([CH3:3])[CH3:2]. No catalyst specified. The yield is 0.160. The reactants are [C:1]([O:5][C:6]([N:8]1[CH2:15][CH2:14][C:11]2([O:13][CH2:12]2)[CH2:10][CH2:9]1)=[O:7])([CH3:4])([CH3:3])[CH3:2].C(N(CC)CC)C.[FH:23].F.F.C(N(CC)CC)C.